From a dataset of NCI-60 drug combinations with 297,098 pairs across 59 cell lines. Regression. Given two drug SMILES strings and cell line genomic features, predict the synergy score measuring deviation from expected non-interaction effect. Drug 1: C1=CC(=C2C(=C1NCCNCCO)C(=O)C3=C(C=CC(=C3C2=O)O)O)NCCNCCO. Drug 2: CC1CCC2CC(C(=CC=CC=CC(CC(C(=O)C(C(C(=CC(C(=O)CC(OC(=O)C3CCCCN3C(=O)C(=O)C1(O2)O)C(C)CC4CCC(C(C4)OC)O)C)C)O)OC)C)C)C)OC. Cell line: SK-MEL-5. Synergy scores: CSS=31.2, Synergy_ZIP=-9.07, Synergy_Bliss=-0.528, Synergy_Loewe=-1.90, Synergy_HSA=2.76.